This data is from Retrosynthesis with 50K atom-mapped reactions and 10 reaction types from USPTO. The task is: Predict the reactants needed to synthesize the given product. The reactants are: CCc1noc(-c2cc3c(cn2)[nH]c2ccc(S(=O)(=O)N(C)C)cc23)n1.ClCCCBr. Given the product CCc1noc(-c2cc3c4cc(S(=O)(=O)N(C)C)ccc4n(CCCCl)c3cn2)n1, predict the reactants needed to synthesize it.